This data is from Full USPTO retrosynthesis dataset with 1.9M reactions from patents (1976-2016). The task is: Predict the reactants needed to synthesize the given product. (1) Given the product [CH3:18][O:17][C:7]1[CH:6]=[C:5]([C:3]2[N:20]=[C:21]3[N:25]([C:2]=2[CH3:19])[CH:24]=[CH:23][S:22]3)[CH:10]=[CH:9][C:8]=1[C:11]1[CH:16]=[CH:15][CH:14]=[CH:13][N:12]=1, predict the reactants needed to synthesize it. The reactants are: Br[CH:2]([CH3:19])[C:3]([C:5]1[CH:10]=[CH:9][C:8]([C:11]2[CH:16]=[CH:15][CH:14]=[CH:13][N:12]=2)=[C:7]([O:17][CH3:18])[CH:6]=1)=O.[NH2:20][C:21]1[S:22][CH:23]=[CH:24][N:25]=1. (2) Given the product [NH2:33][C:32]1[CH:34]=[CH:35][C:36]([C:6]2[C:5]([N:4]([CH:1]([CH3:3])[CH3:2])[CH3:27])=[N:14][C:13]3[C:8](=[CH:9][CH:10]=[C:11]([C:15]([O:17][CH3:18])=[O:16])[CH:12]=3)[N:7]=2)=[CH:37][C:31]=1[N+:28]([O-:30])=[O:29], predict the reactants needed to synthesize it. The reactants are: [CH:1]([N:4]([CH3:27])[C:5]1[C:6](OS(C(F)(F)F)(=O)=O)=[N:7][C:8]2[C:13]([N:14]=1)=[CH:12][C:11]([C:15]([O:17][CH3:18])=[O:16])=[CH:10][CH:9]=2)([CH3:3])[CH3:2].[N+:28]([C:31]1[CH:37]=[C:36](B2OC(C)(C)C(C)(C)O2)[CH:35]=[CH:34][C:32]=1[NH2:33])([O-:30])=[O:29].C([O-])([O-])=O.[Na+].[Na+].O. (3) The reactants are: O1CCCC1.[Cl:6][CH2:7][CH2:8][CH2:9][S:10](Cl)(=[O:12])=[O:11].[NH2:14][CH:15]([C:22]1[CH:27]=[CH:26][CH:25]=[CH:24][CH:23]=1)[C:16]1[CH:21]=[CH:20][CH:19]=[CH:18][CH:17]=1.C(N(CC)CC)C. Given the product [CH:15]([NH:14][S:10]([CH2:9][CH2:8][CH2:7][Cl:6])(=[O:12])=[O:11])([C:22]1[CH:23]=[CH:24][CH:25]=[CH:26][CH:27]=1)[C:16]1[CH:21]=[CH:20][CH:19]=[CH:18][CH:17]=1, predict the reactants needed to synthesize it.